This data is from Full USPTO retrosynthesis dataset with 1.9M reactions from patents (1976-2016). The task is: Predict the reactants needed to synthesize the given product. (1) The reactants are: [CH3:1][O:2][C:3](=[O:17])[NH:4][C:5]1[S:6][C:7]2[C:13](I)=[CH:12][CH:11]=[C:10]([O:15][CH3:16])[C:8]=2[N:9]=1.C([Sn](CCCC)(CCCC)[C:23]1[O:24][CH2:25][CH2:26][CH2:27][CH:28]=1)CCC.O1C=CC=C1P(C1OC=CC=1)C1OC=CC=1.C(N(CC)CC)C. Given the product [CH3:1][O:2][C:3](=[O:17])[NH:4][C:5]1[S:6][C:7]2[C:13]([C:23]3[O:24][CH2:25][CH2:26][CH2:27][CH:28]=3)=[CH:12][CH:11]=[C:10]([O:15][CH3:16])[C:8]=2[N:9]=1, predict the reactants needed to synthesize it. (2) Given the product [CH2:14]([CH:11]([CH2:12][CH3:13])[CH2:10][CH:8]1[CH2:9][CH:6]([CH:4]=[O:5])[CH2:7]1)[CH3:15], predict the reactants needed to synthesize it. The reactants are: CON(C)[C:4]([CH:6]1[CH2:9][CH:8]([CH2:10][CH:11]([CH2:14][CH3:15])[CH2:12][CH3:13])[CH2:7]1)=[O:5].[H-].C([Al+]CC(C)C)C(C)C.S(=O)(=O)(O)O. (3) Given the product [Cl:27][C:7]1[CH:6]=[N:5][C:4]2[C:9](=[CH:10][CH:11]=[C:2]([F:1])[CH:3]=2)[N:8]=1.[Cl:27][C:20]1[CH:19]=[N:18][C:17]2[C:22](=[CH:23][C:14]([F:13])=[CH:15][CH:16]=2)[N:21]=1, predict the reactants needed to synthesize it. The reactants are: [F:1][C:2]1[CH:3]=[C:4]2[C:9](=[CH:10][CH:11]=1)[NH:8][C:7](=O)[CH:6]=[N:5]2.[F:13][C:14]1[CH:23]=[C:22]2[C:17]([N:18]=[CH:19][C:20](=O)[NH:21]2)=[CH:16][CH:15]=1.O=P(Cl)(Cl)[Cl:27]. (4) Given the product [F:41][C:42]1[C:48]([O:49][CH3:50])=[CH:47][CH:46]=[CH:45][C:43]=1[NH:44][C:30](=[O:32])[NH:1][N:2]1[CH:6]=[C:5]([C:7]2[CH:8]=[CH:9][C:10]([N+:13]([O-:15])=[O:14])=[CH:11][CH:12]=2)[C:4]([CH3:16])=[C:3]1[C:17]([O:19][CH2:20][CH3:21])=[O:18], predict the reactants needed to synthesize it. The reactants are: [NH2:1][N:2]1[CH:6]=[C:5]([C:7]2[CH:12]=[CH:11][C:10]([N+:13]([O-:15])=[O:14])=[CH:9][CH:8]=2)[C:4]([CH3:16])=[C:3]1[C:17]([O:19][CH2:20][CH3:21])=[O:18].C(N(CC)CC)C.Cl[C:30](Cl)([O:32]C(=O)OC(Cl)(Cl)Cl)Cl.[F:41][C:42]1[C:48]([O:49][CH3:50])=[CH:47][CH:46]=[CH:45][C:43]=1[NH2:44]. (5) Given the product [CH:10]1([O:15][C:4]2[N:5]=[CH:6][CH:7]=[CH:8][C:3]=2[C:1]#[N:2])[CH2:14][CH2:13][CH2:12][CH2:11]1, predict the reactants needed to synthesize it. The reactants are: [C:1]([C:3]1[C:4](F)=[N:5][CH:6]=[CH:7][CH:8]=1)#[N:2].[CH:10]1([OH:15])[CH2:14][CH2:13][CH2:12][CH2:11]1.C1(OC2N=CC=CC=2C#N)CCC1. (6) Given the product [CH3:1][C:2]1[N:3]=[C:4]([C:10]2[CH:11]=[N:12][CH:13]=[CH:14][CH:15]=2)[S:5][C:6]=1[NH2:7], predict the reactants needed to synthesize it. The reactants are: [CH3:1][C:2]1[N:3]=[C:4]([C:10]2[CH:11]=[N:12][CH:13]=[CH:14][CH:15]=2)[S:5][C:6]=1[N+:7]([O-])=O.[Sn](Cl)Cl.C(OC)(C)(C)C.[Cl-].[Na+]. (7) Given the product [F:31][C:28]([F:29])([F:30])[C:27]([N:16]1[CH2:17][CH2:18][C:19]2[C:24](=[CH:23][CH:22]=[C:21]([O:25][CH3:26])[CH:20]=2)[CH:15]1[C:12]1[CH:11]=[CH:10][C:9]([OH:8])=[CH:14][CH:13]=1)=[O:32], predict the reactants needed to synthesize it. The reactants are: C([O:8][C:9]1[CH:14]=[CH:13][C:12]([CH:15]2[C:24]3[C:19](=[CH:20][C:21]([O:25][CH3:26])=[CH:22][CH:23]=3)[CH2:18][CH2:17][N:16]2[C:27](=[O:32])[C:28]([F:31])([F:30])[F:29])=[CH:11][CH:10]=1)C1C=CC=CC=1. (8) Given the product [CH3:25][O:24][C:7]1[CH:6]=[CH:5][C:4]2[N:3]=[C:2]([NH:26][C:27]3[CH:32]=[CH:31][C:30]([N:33]4[CH2:37][CH2:36][CH2:35][C:34]4=[O:38])=[CH:29][CH:28]=3)[C:11]3[NH:12][N:13]=[CH:14][C:10]=3[C:9]=2[CH:8]=1, predict the reactants needed to synthesize it. The reactants are: Cl[C:2]1[C:11]2=[N:12][N:13](CC3C=CC(OC)=CC=3)[CH:14]=[C:10]2[C:9]2[CH:8]=[C:7]([O:24][CH3:25])[CH:6]=[CH:5][C:4]=2[N:3]=1.[NH2:26][C:27]1[CH:32]=[CH:31][C:30]([N:33]2[CH2:37][CH2:36][CH2:35][C:34]2=[O:38])=[CH:29][CH:28]=1.Cl. (9) Given the product [CH2:26]([S:28]([NH:1][CH2:2][CH2:3][C:4]1[CH:5]=[CH:6][C:7]([C:10]2[CH:15]=[CH:14][C:13]([CH:16]([CH3:25])[CH2:17][NH:18][S:19]([CH:22]([CH3:24])[CH3:23])(=[O:21])=[O:20])=[CH:12][CH:11]=2)=[CH:8][CH:9]=1)(=[O:30])=[O:29])[CH3:27], predict the reactants needed to synthesize it. The reactants are: [NH2:1][CH2:2][CH2:3][C:4]1[CH:9]=[CH:8][C:7]([C:10]2[CH:15]=[CH:14][C:13]([CH:16]([CH3:25])[CH2:17][NH:18][S:19]([CH:22]([CH3:24])[CH3:23])(=[O:21])=[O:20])=[CH:12][CH:11]=2)=[CH:6][CH:5]=1.[CH2:26]([S:28](Cl)(=[O:30])=[O:29])[CH3:27].